Dataset: Catalyst prediction with 721,799 reactions and 888 catalyst types from USPTO. Task: Predict which catalyst facilitates the given reaction. (1) Reactant: [CH:1]([O:4][C:5]1[N:10]=[C:9]([C:11]2[CH:12]=[C:13]3[C:17](=[CH:18][CH:19]=2)[NH:16][CH:15]=[C:14]3[C:20]2[O:24][C:23]([N:25]3[CH2:30][CH2:29][CH:28]([NH:31]C(=O)OC(C)(C)C)[CH2:27][CH2:26]3)=[N:22][N:21]=2)[CH:8]=[N:7][CH:6]=1)([CH3:3])[CH3:2].Cl. Product: [CH:1]([O:4][C:5]1[N:10]=[C:9]([C:11]2[CH:12]=[C:13]3[C:17](=[CH:18][CH:19]=2)[NH:16][CH:15]=[C:14]3[C:20]2[O:24][C:23]([N:25]3[CH2:26][CH2:27][CH:28]([NH2:31])[CH2:29][CH2:30]3)=[N:22][N:21]=2)[CH:8]=[N:7][CH:6]=1)([CH3:3])[CH3:2]. The catalyst class is: 5. (2) Reactant: [F:1][C:2]1[CH:20]=[CH:19][CH:18]=[CH:17][C:3]=1[CH2:4][N:5]1[C:9]2=[N:10][CH:11]=[CH:12][CH:13]=[C:8]2[C:7]([C:14](=[NH:16])[NH2:15])=[N:6]1.O=[C:22]([CH3:28])[CH2:23][C:24](OC)=[O:25]. Product: [F:1][C:2]1[CH:20]=[CH:19][CH:18]=[CH:17][C:3]=1[CH2:4][N:5]1[C:9]2=[N:10][CH:11]=[CH:12][CH:13]=[C:8]2[C:7]([C:14]2[N:15]=[C:24]([OH:25])[CH:23]=[C:22]([CH3:28])[N:16]=2)=[N:6]1. The catalyst class is: 11. (3) Reactant: [CH2:1]([C@H:8]1[CH2:12][O:11][C:10](=[O:13])[N:9]1[C:14]([C@@H:16]1[C@@H:21]([CH3:22])[CH2:20][C:19]([CH3:23])=[CH:18][CH2:17]1)=[O:15])[C:2]1[CH:7]=[CH:6][CH:5]=[CH:4][CH:3]=1. Product: [CH2:1]([C@H:8]1[CH2:12][O:11][C:10](=[O:13])[N:9]1[C:14]([C@H:16]1[CH2:17][CH2:18][C@H:19]([CH3:23])[CH2:20][C@@H:21]1[CH3:22])=[O:15])[C:2]1[CH:3]=[CH:4][CH:5]=[CH:6][CH:7]=1. The catalyst class is: 50. (4) Reactant: [Br:1][CH2:2][C:3]1[O:7][C:6]([C@@:8]([CH:16]2[CH2:21][CH2:20][CH2:19][CH2:18][CH2:17]2)([C:10]2[CH:15]=[CH:14][CH:13]=[CH:12][CH:11]=2)[OH:9])=[N:5][N:4]=1.[F:22][C:23]1[CH:37]=[CH:36][C:26]([O:27][C@@H:28]2[CH:33]3[CH2:34][CH2:35][N:30]([CH2:31][CH2:32]3)[CH2:29]2)=[CH:25][CH:24]=1. Product: [Br-:1].[CH:16]1([C@@:8]([OH:9])([C:10]2[CH:15]=[CH:14][CH:13]=[CH:12][CH:11]=2)[C:6]2[O:7][C:3]([CH2:2][N+:30]34[CH2:31][CH2:32][CH:33]([CH2:34][CH2:35]3)[C@@H:28]([O:27][C:26]3[CH:36]=[CH:37][C:23]([F:22])=[CH:24][CH:25]=3)[CH2:29]4)=[N:4][N:5]=2)[CH2:21][CH2:20][CH2:19][CH2:18][CH2:17]1. The catalyst class is: 10.